Dataset: Reaction yield outcomes from USPTO patents with 853,638 reactions. Task: Predict the reaction yield, written as a fraction of the theoretical maximum amount of product (1.0 means a 100% yield; for example, 0.34 means a 34% yield). The reactants are [Si:1]([O:8][C:9]1[CH:14]=[C:13]([CH3:15])[C:12]([C:16]2[CH:21]=[CH:20][CH:19]=[C:18]([CH:22]=[O:23])[CH:17]=2)=[C:11]([CH3:24])[C:10]=1[Cl:25])([C:4]([CH3:7])([CH3:6])[CH3:5])([CH3:3])[CH3:2].CO.[BH4-].[Na+].O. The catalyst is O1CCCC1. The product is [Si:1]([O:8][C:9]1[CH:14]=[C:13]([CH3:15])[C:12]([C:16]2[CH:21]=[CH:20][CH:19]=[C:18]([CH2:22][OH:23])[CH:17]=2)=[C:11]([CH3:24])[C:10]=1[Cl:25])([C:4]([CH3:5])([CH3:7])[CH3:6])([CH3:3])[CH3:2]. The yield is 0.970.